From a dataset of Reaction yield outcomes from USPTO patents with 853,638 reactions. Predict the reaction yield, written as a fraction of the theoretical maximum amount of product (1.0 means a 100% yield; for example, 0.34 means a 34% yield). (1) The reactants are O[CH2:2][C:3]1[CH:8]=[C:7]([N+:9]([O-:11])=[O:10])[CH:6]=[CH:5][C:4]=1[CH2:12][CH2:13][OH:14].C1(=O)NC(=O)CC1.C1(P(C2C=CC=CC=2)C2C=CC=CC=2)C=CC=CC=1.N(C(OCC)=O)=NC(OCC)=O. The catalyst is C1COCC1. The product is [N+:9]([C:7]1[CH:6]=[CH:5][C:4]2[CH2:12][CH2:13][O:14][CH2:2][C:3]=2[CH:8]=1)([O-:11])=[O:10]. The yield is 0.660. (2) The reactants are [CH3:1][O:2][C:3](=[O:30])[CH:4]([C:10]1[C:15]([CH3:16])=[CH:14][CH:13]=[C:12]([CH2:17][CH:18]=[CH2:19])[C:11]=1[C:20]1[CH:21]=[C:22]2[C:27](=[CH:28][CH:29]=1)[O:26][CH2:25][CH2:24][CH2:23]2)[O:5][C:6]([CH3:9])([CH3:8])[CH3:7].I[CH2:32]I.C([Zn]CC)C.CCCCCCC.C[N+]1([O-])CCOCC1.O. The catalyst is ClCCCl.[Os](=O)(=O)(=O)=O. The product is [CH3:1][O:2][C:3](=[O:30])[CH:4]([O:5][C:6]([CH3:7])([CH3:8])[CH3:9])[C:10]1[C:15]([CH3:16])=[CH:14][CH:13]=[C:12]([CH2:17][CH:18]2[CH2:32][CH2:19]2)[C:11]=1[C:20]1[CH:21]=[C:22]2[C:27](=[CH:28][CH:29]=1)[O:26][CH2:25][CH2:24][CH2:23]2. The yield is 0.170. (3) The reactants are [CH3:1][O:2][C:3]1[CH:4]=[C:5]2[C:10](=[CH:11][C:12]=1[O:13][CH2:14][CH2:15][N:16]1C(=O)C3C(=CC=CC=3)C1=O)[N:9]=[CH:8][CH:7]=[C:6]2[O:27][C:28]1[C:29]([CH3:38])=[N:30][C:31]2[C:36]([CH:37]=1)=[CH:35][CH:34]=[CH:33][CH:32]=2.NN. The catalyst is CN(C)C=O. The product is [CH3:1][O:2][C:3]1[CH:4]=[C:5]2[C:10](=[CH:11][C:12]=1[O:13][CH2:14][CH2:15][NH2:16])[N:9]=[CH:8][CH:7]=[C:6]2[O:27][C:28]1[C:29]([CH3:38])=[N:30][C:31]2[C:36]([CH:37]=1)=[CH:35][CH:34]=[CH:33][CH:32]=2. The yield is 0.980.